Dataset: Forward reaction prediction with 1.9M reactions from USPTO patents (1976-2016). Task: Predict the product of the given reaction. (1) Given the reactants [CH3:1][C:2]1([CH3:37])[N:6]([CH2:7][C:8]2[CH:13]=[CH:12][N:11]=[C:10]([NH:14][C:15]([NH:17][CH:18]3[CH2:21][CH:20]([CH2:22][OH:23])[CH2:19]3)=[O:16])[CH:9]=2)[C:5](=[O:24])[N:4]([C:25]2[CH:30]=[CH:29][C:28]([S:31][C:32]([F:35])([F:34])[F:33])=[CH:27][CH:26]=2)[C:3]1=[O:36].C(N(CC)CC)C.[CH3:45][S:46](Cl)(=[O:48])=[O:47], predict the reaction product. The product is: [CH3:45][S:46]([O:23][CH2:22][CH:20]1[CH2:21][CH:18]([NH:17][C:15](=[O:16])[NH:14][C:10]2[CH:9]=[C:8]([CH2:7][N:6]3[C:2]([CH3:37])([CH3:1])[C:3](=[O:36])[N:4]([C:25]4[CH:26]=[CH:27][C:28]([S:31][C:32]([F:35])([F:34])[F:33])=[CH:29][CH:30]=4)[C:5]3=[O:24])[CH:13]=[CH:12][N:11]=2)[CH2:19]1)(=[O:48])=[O:47]. (2) Given the reactants [CH3:1][C@@H:2]1[CH2:7][CH2:6][CH2:5][NH:4][C@@H:3]1[CH2:8][N:9]1[C:17](=[O:18])[C:16]2[C:11](=[CH:12][CH:13]=[CH:14][CH:15]=2)[C:10]1=[O:19].[I:20][C:21]1[CH:29]=[CH:28][C:27]([CH3:30])=[CH:26][C:22]=1[C:23](O)=[O:24].CCN(C(C)C)C(C)C.CN(C(ON1N=NC2C=CC=NC1=2)=[N+](C)C)C.F[P-](F)(F)(F)(F)F, predict the reaction product. The product is: [I:20][C:21]1[CH:29]=[CH:28][C:27]([CH3:30])=[CH:26][C:22]=1[C:23]([N:4]1[CH2:5][CH2:6][CH2:7][C@@H:2]([CH3:1])[C@H:3]1[CH2:8][N:9]1[C:17](=[O:18])[C:16]2[C:11](=[CH:12][CH:13]=[CH:14][CH:15]=2)[C:10]1=[O:19])=[O:24]. (3) The product is: [N:1]1([C:9]2[CH:10]=[CH:11][C:12]([CH2:13][NH:14][C:18]([NH:17][C:20]3[CH:29]=[CH:28][CH:27]=[C:26]4[C:21]=3[CH:22]=[C:23]([CH3:30])[N:24]=[CH:25]4)=[O:19])=[CH:15][CH:16]=2)[CH2:2][CH2:3][CH2:4][CH2:5][CH2:6][CH2:7][CH2:8]1. Given the reactants [N:1]1([C:9]2[CH:16]=[CH:15][C:12]([CH2:13][NH2:14])=[CH:11][CH:10]=2)[CH2:8][CH2:7][CH2:6][CH2:5][CH2:4][CH2:3][CH2:2]1.[N:17]([C:20]1[CH:29]=[CH:28][CH:27]=[C:26]2[C:21]=1[CH:22]=[C:23]([CH3:30])[N:24]=[CH:25]2)=[C:18]=[O:19].N(C1C=CC=C2C=1C=CN=C2)=C=O, predict the reaction product. (4) Given the reactants [F:1][C:2]1[CH:7]=[CH:6][C:5]([NH:8][C:9]2[CH:10]=[CH:11][C:12](/[C:15](=[N:17]/O)/[CH3:16])=[N:13][CH:14]=2)=[C:4]([C:19]([F:22])([F:21])[F:20])[CH:3]=1, predict the reaction product. The product is: [NH2:17][CH:15]([C:12]1[N:13]=[CH:14][C:9]([NH:8][C:5]2[CH:6]=[CH:7][C:2]([F:1])=[CH:3][C:4]=2[C:19]([F:22])([F:21])[F:20])=[CH:10][CH:11]=1)[CH3:16]. (5) Given the reactants [Br:1][C:2]1[C:15](=[O:16])[N:14]([CH:17]([CH3:19])[CH3:18])[C:5]2[N:6]=[C:7](S(C)=O)[N:8]=[C:9]([CH3:10])[C:4]=2[CH:3]=1.[CH3:20][NH2:21], predict the reaction product. The product is: [Br:1][C:2]1[C:15](=[O:16])[N:14]([CH:17]([CH3:19])[CH3:18])[C:5]2[N:6]=[C:7]([NH:21][CH3:20])[N:8]=[C:9]([CH3:10])[C:4]=2[CH:3]=1. (6) Given the reactants [CH2:1]([N:8]1[CH2:13][CH2:12][CH:11]([NH:14][C:15]2[NH:19][N:18]=[CH:17][N:16]=2)[CH2:10][CH2:9]1)[C:2]1[CH:7]=[CH:6][CH:5]=[CH:4][CH:3]=1.[C:20]([C:22]1[CH:27]=[CH:26][CH:25]=[CH:24][C:23]=1[C:28]1[CH:33]=[CH:32][C:31]([CH2:34][CH:35]([C:41](=O)[CH2:42][CH2:43][CH3:44])[C:36](OCC)=[O:37])=[CH:30][CH:29]=1)#[N:21], predict the reaction product. The product is: [CH2:1]([N:8]1[CH2:9][CH2:10][CH:11]([N:14]2[C:36](=[O:37])[C:35]([CH2:34][C:31]3[CH:32]=[CH:33][C:28]([C:23]4[C:22]([C:20]#[N:21])=[CH:27][CH:26]=[CH:25][CH:24]=4)=[CH:29][CH:30]=3)=[C:41]([CH2:42][CH2:43][CH3:44])[N:19]3[N:18]=[CH:17][N:16]=[C:15]23)[CH2:12][CH2:13]1)[C:2]1[CH:7]=[CH:6][CH:5]=[CH:4][CH:3]=1. (7) Given the reactants [NH2:1][C:2]1[CH:7]=[CH:6][C:5]([N:8]2[CH2:13][CH2:12][N:11]([C:14](=[O:16])[CH3:15])[CH2:10][CH2:9]2)=[CH:4][C:3]=1[O:17][CH3:18].[Cl:19][C:20]1[N:25]=[C:24](Cl)[C:23]([Cl:27])=[CH:22][N:21]=1.C(=O)([O-])[O-].[K+].[K+], predict the reaction product. The product is: [Cl:19][C:20]1[N:25]=[C:24]([NH:1][C:2]2[CH:7]=[CH:6][C:5]([N:8]3[CH2:13][CH2:12][N:11]([C:14](=[O:16])[CH3:15])[CH2:10][CH2:9]3)=[CH:4][C:3]=2[O:17][CH3:18])[C:23]([Cl:27])=[CH:22][N:21]=1. (8) The product is: [CH3:17][N:7]1[C:8](=[O:16])[C:9]2[N:10]([CH2:11][C:12]([O:14][CH3:15])=[O:13])[C:2]([N:20]3[CH2:25][CH2:24][O:23][CH2:22][CH2:21]3)=[N:3][C:4]=2[N:5]([CH3:19])[C:6]1=[O:18]. Given the reactants Br[C:2]1[N:10]([CH2:11][C:12]([O:14][CH3:15])=[O:13])[C:9]2[C:8](=[O:16])[N:7]([CH3:17])[C:6](=[O:18])[N:5]([CH3:19])[C:4]=2[N:3]=1.[NH:20]1[CH2:25][CH2:24][O:23][CH2:22][CH2:21]1, predict the reaction product. (9) Given the reactants [C:1]1([N:7]2[C:11]([CH2:12][CH2:13][CH:14]=O)=[CH:10][C:9]([CH2:16][CH:17]([CH3:19])[CH3:18])=[N:8]2)[CH:6]=[CH:5][CH:4]=[CH:3][CH:2]=1.[F:20][C:21]1[CH:26]=[CH:25][CH:24]=[CH:23][C:22]=1[N:27]1[CH2:32][CH2:31][NH:30][CH2:29][CH2:28]1.CCN(C(C)C)C(C)C.[BH-](OC(C)=O)(OC(C)=O)OC(C)=O.[Na+], predict the reaction product. The product is: [F:20][C:21]1[CH:26]=[CH:25][CH:24]=[CH:23][C:22]=1[N:27]1[CH2:32][CH2:31][N:30]([CH2:14][CH2:13][CH2:12][C:11]2[N:7]([C:1]3[CH:6]=[CH:5][CH:4]=[CH:3][CH:2]=3)[N:8]=[C:9]([CH2:16][CH:17]([CH3:19])[CH3:18])[CH:10]=2)[CH2:29][CH2:28]1.